From a dataset of Catalyst prediction with 721,799 reactions and 888 catalyst types from USPTO. Predict which catalyst facilitates the given reaction. (1) Reactant: Cl[C:2]1[C:7]([C:8]([F:11])([F:10])[F:9])=[CH:6][N:5]=[C:4]([NH:12][C:13]2[CH:18]=[CH:17][C:16]([N:19]3[CH2:24][CH2:23][CH:22]([NH:25][C:26](=[O:32])[O:27][C:28]([CH3:31])([CH3:30])[CH3:29])[CH2:21][CH2:20]3)=[CH:15][CH:14]=2)[N:3]=1.C1(P(C2C=CC=CC=2)C2C=CC=CC=2)C=CC=CC=1.C(N(CC)CC)C.[C:59]([C:61]1[CH:66]=[CH:65][CH:64]=[CH:63][C:62]=1[CH2:67][C:68]([O:70][CH3:71])=[O:69])#[CH:60].C#C. Product: [C:28]([O:27][C:26]([NH:25][CH:22]1[CH2:23][CH2:24][N:19]([C:16]2[CH:17]=[CH:18][C:13]([NH:12][C:4]3[N:3]=[C:2]([C:60]#[C:59][C:61]4[CH:66]=[CH:65][CH:64]=[CH:63][C:62]=4[CH2:67][C:68]([O:70][CH3:71])=[O:69])[C:7]([C:8]([F:11])([F:10])[F:9])=[CH:6][N:5]=3)=[CH:14][CH:15]=2)[CH2:20][CH2:21]1)=[O:32])([CH3:31])([CH3:30])[CH3:29]. The catalyst class is: 654. (2) Reactant: [NH2:1][C:2]1[CH:7]=[CH:6][C:5]([CH2:8][CH2:9][CH2:10][C:11]([OH:13])=[O:12])=[CH:4][CH:3]=1.C1C(=O)N([O:21][C:22]([O:24][CH2:25][CH:26]2[C:38]3[C:33](=[CH:34][CH:35]=[CH:36][CH:37]=3)[C:32]3[C:27]2=[CH:28][CH:29]=[CH:30][CH:31]=3)=O)C(=O)C1.C1COCC1. Product: [CH:37]1[C:38]2[CH:26]([CH2:25][O:24][C:22]([NH:1][C:2]3[CH:3]=[CH:4][C:5]([CH2:8][CH2:9][CH2:10][C:11]([OH:13])=[O:12])=[CH:6][CH:7]=3)=[O:21])[C:27]3[C:32](=[CH:31][CH:30]=[CH:29][CH:28]=3)[C:33]=2[CH:34]=[CH:35][CH:36]=1. The catalyst class is: 250. (3) Reactant: [F:1][C:2]1[CH:7]=[C:6](I)[CH:5]=[CH:4][C:3]=1[N:9]1[CH:14]=[C:13]([O:15][CH3:16])[C:12](=[O:17])[C:11]([C:18]2[N:22]([C:23]3[CH:28]=[CH:27][CH:26]=[CH:25][CH:24]=3)[N:21]=[CH:20][CH:19]=2)=[N:10]1.Cl.[F:30][C:31]([F:38])([F:37])[CH:32]1[CH2:36][CH2:35][NH:34][CH2:33]1.O(C(C)(C)C)[Na].CC1(C)C2C(=C(P(C3C=CC=CC=3)C3C=CC=CC=3)C=CC=2)OC2C(P(C3C=CC=CC=3)C3C=CC=CC=3)=CC=CC1=2. Product: [F:1][C:2]1[CH:7]=[C:6]([N:34]2[CH2:35][CH2:36][CH:32]([C:31]([F:38])([F:37])[F:30])[CH2:33]2)[CH:5]=[CH:4][C:3]=1[N:9]1[CH:14]=[C:13]([O:15][CH3:16])[C:12](=[O:17])[C:11]([C:18]2[N:22]([C:23]3[CH:28]=[CH:27][CH:26]=[CH:25][CH:24]=3)[N:21]=[CH:20][CH:19]=2)=[N:10]1. The catalyst class is: 62. (4) Reactant: C1([C:4]2[C:5]([C:16]([F:19])([F:18])[F:17])=[CH:6][C:7]([N+:13]([O-:15])=[O:14])=[C:8]([NH:10]OC)[CH:9]=2)CC1.Cl[C:21]1[C:22]([C:31](F)(F)F)=[CH:23]C([N+]([O-])=O)=C(N)C=1.[OH:35][CH2:36][CH:37]1[CH2:39][CH2:38]1.[OH-].[K+].[C:42]([OH:48])(C(F)(F)F)=[O:43]. Product: [C:22]([O:48][C:42](=[O:43])[NH:10][C:8]1[CH:9]=[C:4]([O:35][CH2:36][CH:37]2[CH2:39][CH2:38]2)[C:5]([C:16]([F:17])([F:18])[F:19])=[CH:6][C:7]=1[N+:13]([O-:15])=[O:14])([CH3:31])([CH3:23])[CH3:21]. The catalyst class is: 549. (5) The catalyst class is: 6. Product: [Cl:1][C:2]1[CH:7]=[CH:6][CH:5]=[CH:4][C:3]=1[C:8]1[N:12]2[C:13]3[C:18]([N:19]=[C:20]([CH3:21])[C:11]2=[C:10]([CH3:23])[N:9]=1)=[CH:17][C:16]([O:22][CH2:41][C:40]1[CH:43]=[CH:44][CH:45]=[C:38]([N+:35]([O-:37])=[O:36])[CH:39]=1)=[CH:15][CH:14]=3. Reactant: [Cl:1][C:2]1[CH:7]=[CH:6][CH:5]=[CH:4][C:3]=1[C:8]1[N:12]2[C:13]3[C:18]([N:19]=[C:20]([CH3:21])[C:11]2=[C:10]([CH3:23])[N:9]=1)=[CH:17][C:16]([OH:22])=[CH:15][CH:14]=3.C(=O)([O-])[O-].[Cs+].[Cs+].CN(C)C=O.[N+:35]([C:38]1[CH:39]=[C:40]([CH:43]=[CH:44][CH:45]=1)[CH2:41]Br)([O-:37])=[O:36].